This data is from Full USPTO retrosynthesis dataset with 1.9M reactions from patents (1976-2016). The task is: Predict the reactants needed to synthesize the given product. (1) Given the product [F:14][C:15]([F:17])([F:16])[CH:6]([C:5]1[S:1][CH:2]=[N:3][CH:4]=1)[OH:7], predict the reactants needed to synthesize it. The reactants are: [S:1]1[C:5]([CH:6]=[O:7])=[CH:4][N:3]=[CH:2]1.C(=O)([O-])[O-].[K+].[K+].[F:14][C:15]([Si](C)(C)C)([F:17])[F:16]. (2) Given the product [CH:1]1([NH:5][C:6]([C:8]2[CH:13]=[CH:12][C:11]([C:14]3[CH2:15][C:16]([C:28]4[CH:29]=[C:30]([Cl:35])[CH:31]=[C:32]([Cl:34])[CH:33]=4)([C:24]([F:27])([F:26])[F:25])[S:17][C:18]=3[C:19]([OH:21])=[O:20])=[CH:10][C:9]=2[CH3:36])=[O:7])[CH2:2][CH2:3][CH2:4]1, predict the reactants needed to synthesize it. The reactants are: [CH:1]1([NH:5][C:6]([C:8]2[CH:13]=[CH:12][C:11]([C:14]3[CH2:15][C:16]([C:28]4[CH:33]=[C:32]([Cl:34])[CH:31]=[C:30]([Cl:35])[CH:29]=4)([C:24]([F:27])([F:26])[F:25])[S:17][C:18]=3[C:19]([O:21]CC)=[O:20])=[CH:10][C:9]=2[CH3:36])=[O:7])[CH2:4][CH2:3][CH2:2]1.[OH-].[Li+].Cl. (3) Given the product [CH:2]1([CH2:5][O:6][C:7]2[CH:12]=[C:11]([F:13])[C:10]([O:14][CH3:15])=[CH:9][C:8]=2[C:16]2[CH:21]=[CH:20][N:19]=[C:18]3[C:22]([C:26]([NH:28][CH:29]4[CH2:30][CH2:31][N:32]([C:39](=[O:38])[CH2:40][OH:41])[CH2:33][CH2:34]4)=[O:27])=[C:23]([CH3:25])[NH:24][C:17]=23)[CH2:4][CH2:3]1, predict the reactants needed to synthesize it. The reactants are: Cl.[CH:2]1([CH2:5][O:6][C:7]2[CH:12]=[C:11]([F:13])[C:10]([O:14][CH3:15])=[CH:9][C:8]=2[C:16]2[CH:21]=[CH:20][N:19]=[C:18]3[C:22]([C:26]([NH:28][CH:29]4[CH2:34][CH2:33][NH:32][CH2:31][CH2:30]4)=[O:27])=[C:23]([CH3:25])[NH:24][C:17]=23)[CH2:4][CH2:3]1.C([O:38][CH2:39][C:40](Cl)=[O:41])(=O)C. (4) Given the product [N:1]1[C:5]2[C:4](=[N:9][CH:8]=[CH:7][CH:6]=2)[N:3]([CH2:13][C:14]2[CH:24]=[CH:23][C:17]3[N:18]=[C:19]([S:21][CH3:22])[O:20][C:16]=3[CH:15]=2)[CH:2]=1, predict the reactants needed to synthesize it. The reactants are: [N:1]1[C:5]2[CH:6]=[CH:7][CH:8]=[N:9][C:4]=2[NH:3][CH:2]=1.[H-].[Na+].Cl[CH2:13][C:14]1[CH:24]=[CH:23][C:17]2[N:18]=[C:19]([S:21][CH3:22])[O:20][C:16]=2[CH:15]=1.O. (5) Given the product [OH:8][C:7]1[CH:6]=[C:5]([CH3:10])[CH:4]=[CH:3][C:2]=1[NH:1][C:20](=[O:21])[C:19]1[CH:23]=[C:24]([N+:27]([O-:29])=[O:28])[CH:25]=[CH:26][C:18]=1[Cl:17], predict the reactants needed to synthesize it. The reactants are: [NH2:1][C:2]1[C:7]([OH:8])=[CH:6][CH:5]=[C:4](C)[CH:3]=1.[CH2:10](N(CC)CC)C.[Cl:17][C:18]1[CH:26]=[CH:25][C:24]([N+:27]([O-:29])=[O:28])=[CH:23][C:19]=1[C:20](Cl)=[O:21]. (6) Given the product [CH2:12]([C:16]1[N:20]([C:21]2[N:26]=[C:25]([C:27]3[S:28][CH:29]=[CH:30][CH:31]=3)[C:24]([CH3:32])=[CH:23][N:22]=2)[N:19]=[CH:18][C:17]=1[CH2:33][O:8][CH2:7][C:6]1[N:2]([CH3:1])[CH:3]=[N:4][C:5]=1[CH3:9])[CH2:13][CH2:14][CH3:15], predict the reactants needed to synthesize it. The reactants are: [CH3:1][N:2]1[C:6]([CH2:7][OH:8])=[C:5]([CH3:9])[N:4]=[CH:3]1.[H-].[Na+].[CH2:12]([C:16]1[N:20]([C:21]2[N:26]=[C:25]([C:27]3[S:28][CH:29]=[CH:30][CH:31]=3)[C:24]([CH3:32])=[CH:23][N:22]=2)[N:19]=[CH:18][C:17]=1[CH2:33]Cl)[CH2:13][CH2:14][CH3:15]. (7) Given the product [CH2:8]([N:15]1[C:23]2[C:18](=[CH:19][CH:20]=[CH:21][CH:22]=2)[C:17]([CH2:24][CH2:25][CH2:26][CH2:27][CH3:28])=[C:16]1[C:29]1[CH:38]=[CH:37][C:36]2[C:31](=[CH:32][CH:33]=[C:34]([O:39][CH2:2][C:3]3[NH:7][N:6]=[N:5][N:4]=3)[CH:35]=2)[CH:30]=1)[C:9]1[CH:10]=[CH:11][CH:12]=[CH:13][CH:14]=1, predict the reactants needed to synthesize it. The reactants are: Cl[CH2:2][C:3]1[NH:7][N:6]=[N:5][N:4]=1.[CH2:8]([N:15]1[C:23]2[C:18](=[CH:19][CH:20]=[CH:21][CH:22]=2)[C:17]([CH2:24][CH2:25][CH2:26][CH2:27][CH3:28])=[C:16]1[C:29]1[CH:30]=[C:31]2[C:36](=[CH:37][CH:38]=1)[CH:35]=[C:34]([OH:39])[CH:33]=[CH:32]2)[C:9]1[CH:14]=[CH:13][CH:12]=[CH:11][CH:10]=1.O1CCCCC1.C(=O)([O-])[O-].[Cs+].[Cs+].